This data is from Peptide-MHC class II binding affinity with 134,281 pairs from IEDB. The task is: Regression. Given a peptide amino acid sequence and an MHC pseudo amino acid sequence, predict their binding affinity value. This is MHC class II binding data. The peptide sequence is HEWCCRSCTLPPLRY. The MHC is DRB1_1101 with pseudo-sequence DRB1_1101. The binding affinity (normalized) is 0.102.